From a dataset of Forward reaction prediction with 1.9M reactions from USPTO patents (1976-2016). Predict the product of the given reaction. (1) Given the reactants [F:1][C:2]1[C:11]([F:12])=[C:10]2[C:5]([CH2:6][CH2:7][CH:8]([CH:13]3[CH2:18][CH2:17][CH:16]([CH2:19][CH2:20][CH3:21])[CH2:15][CH2:14]3)[CH2:9]2)=[CH:4][CH:3]=1.[Li]CCCC.B(OC)(OC)[O:28]C.OO.Cl, predict the reaction product. The product is: [F:1][C:2]1[C:3]([OH:28])=[CH:4][C:5]2[CH2:6][CH2:7][CH:8]([CH:13]3[CH2:18][CH2:17][CH:16]([CH2:19][CH2:20][CH3:21])[CH2:15][CH2:14]3)[CH2:9][C:10]=2[C:11]=1[F:12]. (2) Given the reactants [CH3:1][N:2]1[CH:6]=[C:5]([C:7]2[CH:12]=[CH:11][C:10]([NH:13][C:14]3[N:15]=[C:16]([N:24]([C:28]4[CH:33]=[CH:32][CH:31]=[CH:30][CH:29]=4)[CH2:25][CH2:26][OH:27])[C:17]4[CH2:23][NH:22][CH2:21][CH2:20][C:18]=4[N:19]=3)=[CH:9][CH:8]=2)[CH:4]=[N:3]1.[C:34](O)(=O)C.C=O.C([BH3-])#N.[Na+], predict the reaction product. The product is: [CH3:34][N:22]1[CH2:21][CH2:20][C:18]2[N:19]=[C:14]([NH:13][C:10]3[CH:9]=[CH:8][C:7]([C:5]4[CH:4]=[N:3][N:2]([CH3:1])[CH:6]=4)=[CH:12][CH:11]=3)[N:15]=[C:16]([N:24]([C:28]3[CH:33]=[CH:32][CH:31]=[CH:30][CH:29]=3)[CH2:25][CH2:26][OH:27])[C:17]=2[CH2:23]1. (3) Given the reactants [OH:1][CH:2]([CH:6]1[O:11][CH2:10][CH2:9][N:8]([C:12](=[O:20])[C:13]2[CH:18]=[CH:17][C:16]([CH3:19])=[CH:15][CH:14]=2)[CH2:7]1)[C:3]([OH:5])=O.[NH2:21][C:22]1[CH:27]=[CH:26][C:25]([C:28]2[NH:29][O:30][C:31](=[O:33])[N:32]=2)=[CH:24][CH:23]=1.IC1C=C(C=CC=1)C(O)=O.FC1(F)CCNCC1, predict the reaction product. The product is: [OH:1][CH:2]([CH:6]1[O:11][CH2:10][CH2:9][N:8]([C:12](=[O:20])[C:13]2[CH:18]=[CH:17][C:16]([CH3:19])=[CH:15][CH:14]=2)[CH2:7]1)[C:3]([NH:21][C:22]1[CH:23]=[CH:24][C:25]([C:28]2[NH:32][C:31](=[O:33])[O:30][N:29]=2)=[CH:26][CH:27]=1)=[O:5]. (4) Given the reactants Br[C:2]1[C:3]([Cl:8])=[N:4][CH:5]=[CH:6][CH:7]=1.CC1(C)C(C)(C)CB([C:17]2[CH2:18][CH2:19][O:20][CH2:21][CH:22]=2)C1.C([O-])([O-])=O.[Na+].[Na+], predict the reaction product. The product is: [Cl:8][C:3]1[C:2]([C:17]2[CH2:22][CH2:21][O:20][CH2:19][CH:18]=2)=[CH:7][CH:6]=[CH:5][N:4]=1. (5) Given the reactants [O:1]=[C:2]1[CH:7]=[N:6][C:5]2[N:8]=[CH:9][CH:10]=[C:11]([O:12][C:13]3[CH:18]=[CH:17][C:16]([NH:19][C:20](=[O:26])OC(C)(C)C)=[CH:15][CH:14]=3)[C:4]=2[NH:3]1.[C:27]([C:31]1[CH:35]=[C:34]([N:36]=C=O)[N:33]([C:39]2[CH:44]=[CH:43][C:42]([CH3:45])=[CH:41][CH:40]=2)[N:32]=1)([CH3:30])([CH3:29])[CH3:28], predict the reaction product. The product is: [C:27]([C:31]1[CH:35]=[C:34]([NH:36][C:20]([NH:19][C:16]2[CH:15]=[CH:14][C:13]([O:12][C:11]3[C:4]4[NH:3][C:2](=[O:1])[CH:7]=[N:6][C:5]=4[N:8]=[CH:9][CH:10]=3)=[CH:18][CH:17]=2)=[O:26])[N:33]([C:39]2[CH:40]=[CH:41][C:42]([CH3:45])=[CH:43][CH:44]=2)[N:32]=1)([CH3:30])([CH3:29])[CH3:28].